Task: Predict the reactants needed to synthesize the given product.. Dataset: Full USPTO retrosynthesis dataset with 1.9M reactions from patents (1976-2016) (1) Given the product [CH3:1][O:2][C:3]1[C:4]([O:18][CH2:19][CH2:20][CH2:21][N:22]2[C:23]3[CH:24]=[CH:25][C:26]([C:6]4[CH:5]=[CH:4][C:3]([O:2][CH3:1])=[CH:17][CH:7]=4)=[CH:27][C:28]=3[C:29]3[C:34]2=[CH:33][CH:32]=[C:31]([C:24]2[CH:23]=[CH:28][C:27]([O:38][CH3:35])=[CH:26][CH:25]=2)[CH:30]=3)=[CH:5][C:6]2[N:12]=[CH:11][C@@H:10]3[CH2:13][CH2:14][CH2:15][N:9]3[C:8](=[O:16])[C:7]=2[CH:17]=1, predict the reactants needed to synthesize it. The reactants are: [CH3:1][O:2][C:3]1[C:4]([O:18][CH2:19][CH2:20][CH2:21][N:22]2[C:34]3[CH:33]=[CH:32][CH:31]=[CH:30][C:29]=3[C:28]3[C:23]2=[CH:24][CH:25]=[CH:26][CH:27]=3)=[CH:5][C:6]2[N:12]=[CH:11][C@@H:10]3[CH2:13][CH2:14][CH2:15][N:9]3[C:8](=[O:16])[C:7]=2[CH:17]=1.[C:35]([O-:38])([O-])=O.[Ca+2]. (2) The reactants are: [N:1]1([S:7]([C:10]2[S:14][C:13]([NH:15]C(=O)C)=[N:12][CH:11]=2)(=[O:9])=[O:8])[CH2:6][CH2:5][O:4][CH2:3][CH2:2]1.Cl. Given the product [N:1]1([S:7]([C:10]2[S:14][C:13]([NH2:15])=[N:12][CH:11]=2)(=[O:9])=[O:8])[CH2:2][CH2:3][O:4][CH2:5][CH2:6]1, predict the reactants needed to synthesize it.